This data is from Reaction yield outcomes from USPTO patents with 853,638 reactions. The task is: Predict the reaction yield, written as a fraction of the theoretical maximum amount of product (1.0 means a 100% yield; for example, 0.34 means a 34% yield). (1) The reactants are [N+:1]([C:4]1[CH:9]=[CH:8][CH:7]=[CH:6][C:5]=1[C:10]1[S:11][C:12]2[C:17]([N:18]=1)=[CH:16][C:15]([CH2:19][N:20]1[CH2:25][CH2:24][N:23]([C:26]([O:28][C:29]([CH3:32])([CH3:31])[CH3:30])=[O:27])[CH2:22][CH2:21]1)=[CH:14][N:13]=2)([O-])=O.[NH4+].[Cl-].O. The catalyst is [Fe].CO. The product is [NH2:1][C:4]1[CH:9]=[CH:8][CH:7]=[CH:6][C:5]=1[C:10]1[S:11][C:12]2[C:17]([N:18]=1)=[CH:16][C:15]([CH2:19][N:20]1[CH2:25][CH2:24][N:23]([C:26]([O:28][C:29]([CH3:32])([CH3:31])[CH3:30])=[O:27])[CH2:22][CH2:21]1)=[CH:14][N:13]=2. The yield is 0.810. (2) The reactants are [OH-].[Na+].C[O:4][C:5](=[O:23])[C:6]1[CH:11]=[CH:10][C:9]([C:12]#[C:13][C:14]#[C:15][C:16]2[CH:17]=[N:18][C:19]([Cl:22])=[CH:20][CH:21]=2)=[CH:8][CH:7]=1. The catalyst is CO. The product is [Cl:22][C:19]1[N:18]=[CH:17][C:16]([C:15]#[C:14][C:13]#[C:12][C:9]2[CH:8]=[CH:7][C:6]([C:5]([OH:23])=[O:4])=[CH:11][CH:10]=2)=[CH:21][CH:20]=1. The yield is 0.500.